This data is from Forward reaction prediction with 1.9M reactions from USPTO patents (1976-2016). The task is: Predict the product of the given reaction. (1) Given the reactants [Br:1][C:2]1[CH:7]=[C:6]([F:8])[CH:5]=[C:4]([CH2:9]Br)[CH:3]=1.[OH:11][CH2:12][C:13]1([C:26]2[CH:31]=[CH:30][CH:29]=[CH:28][CH:27]=2)[CH2:18][CH2:17][N:16]([C:19]([O:21][C:22]([CH3:25])([CH3:24])[CH3:23])=[O:20])[CH2:15][CH2:14]1.[H-].[Na+], predict the reaction product. The product is: [Br:1][C:2]1[CH:3]=[C:4]([CH:5]=[C:6]([F:8])[CH:7]=1)[CH2:9][O:11][CH2:12][C:13]1([C:26]2[CH:27]=[CH:28][CH:29]=[CH:30][CH:31]=2)[CH2:18][CH2:17][N:16]([C:19]([O:21][C:22]([CH3:24])([CH3:25])[CH3:23])=[O:20])[CH2:15][CH2:14]1. (2) Given the reactants [Br:1][C:2]1[S:6][C:5]([C:7]([OH:9])=[O:8])=[CH:4][CH:3]=1.[CH3:10]O, predict the reaction product. The product is: [CH3:10][O:8][C:7]([C:5]1[S:6][C:2]([Br:1])=[CH:3][CH:4]=1)=[O:9]. (3) The product is: [CH2:1]([O:3][C:4]([C:6]1([C:9]2[CH:14]=[CH:13][C:12]([C:15]3[CH:20]=[CH:19][C:18]([C:21]4[O:25][N:24]=[C:23]([CH3:26])[C:22]=4[CH2:27][N:31]4[C@H:30]([CH3:29])[C@H:34]([C:35]5[CH:40]=[CH:39][CH:38]=[CH:37][CH:36]=5)[O:33][C:32]4=[O:41])=[CH:17][CH:16]=3)=[CH:11][CH:10]=2)[CH2:8][CH2:7]1)=[O:5])[CH3:2]. Given the reactants [CH2:1]([O:3][C:4]([C:6]1([C:9]2[CH:14]=[CH:13][C:12]([C:15]3[CH:20]=[CH:19][C:18]([C:21]4[O:25][N:24]=[C:23]([CH3:26])[C:22]=4[CH2:27]Br)=[CH:17][CH:16]=3)=[CH:11][CH:10]=2)[CH2:8][CH2:7]1)=[O:5])[CH3:2].[CH3:29][C@@H:30]1[C@H:34]([C:35]2[CH:40]=[CH:39][CH:38]=[CH:37][CH:36]=2)[O:33][C:32](=[O:41])[NH:31]1, predict the reaction product. (4) Given the reactants [C:1]([C:3]1[N:4]=[CH:5][N:6]2[C:11]([C:12]([F:15])([F:14])[F:13])=[CH:10][C:9]([C:16]3[CH:21]=[CH:20][C:19]([C:22]([F:25])([F:24])[F:23])=[CH:18][CH:17]=3)=[N:8][C:7]=12)#[CH:2].Br[C:27]1[C:28]([F:38])=[CH:29][C:30]([F:37])=[C:31]([S:33]([NH2:36])(=[O:35])=[O:34])[CH:32]=1, predict the reaction product. The product is: [F:37][C:30]1[CH:29]=[C:28]([F:38])[C:27]([C:2]#[C:1][C:3]2[N:4]=[CH:5][N:6]3[C:11]([C:12]([F:15])([F:14])[F:13])=[CH:10][C:9]([C:16]4[CH:21]=[CH:20][C:19]([C:22]([F:25])([F:24])[F:23])=[CH:18][CH:17]=4)=[N:8][C:7]=23)=[CH:32][C:31]=1[S:33]([NH2:36])(=[O:34])=[O:35]. (5) Given the reactants Cl[C:2]1[CH:18]=[CH:17][C:5]([C:6]([NH:8][C:9]2[CH:14]=[CH:13][C:12]([O:15][CH3:16])=[CH:11][CH:10]=2)=[O:7])=[CH:4][N:3]=1.[CH:19]1([CH2:22][NH:23][C:24](=[O:41])[C:25]2[CH:30]=[CH:29][C:28]([CH3:31])=[C:27](B3OC(C)(C)C(C)(C)O3)[CH:26]=2)[CH2:21][CH2:20]1, predict the reaction product. The product is: [CH:19]1([CH2:22][NH:23][C:24]([C:25]2[CH:26]=[CH:27][C:28]([CH3:31])=[C:29]([C:2]3[CH:18]=[CH:17][C:5]([C:6]([NH:8][C:9]4[CH:14]=[CH:13][C:12]([O:15][CH3:16])=[CH:11][CH:10]=4)=[O:7])=[CH:4][N:3]=3)[CH:30]=2)=[O:41])[CH2:21][CH2:20]1.